Dataset: Forward reaction prediction with 1.9M reactions from USPTO patents (1976-2016). Task: Predict the product of the given reaction. (1) Given the reactants [Br:1][CH:2]([CH:5]=O)[CH:3]=O.[F:7][C:8]1[CH:26]=[CH:25][CH:24]=[CH:23][C:9]=1[CH2:10][N:11]1[C:15]2=[N:16][CH:17]=[CH:18][CH:19]=[C:14]2[C:13]([C:20](=[NH:22])[NH2:21])=[N:12]1, predict the reaction product. The product is: [Br:1][C:2]1[CH:5]=[N:21][C:20]([C:13]2[C:14]3[C:15](=[N:16][CH:17]=[CH:18][CH:19]=3)[N:11]([CH2:10][C:9]3[CH:23]=[CH:24][CH:25]=[CH:26][C:8]=3[F:7])[N:12]=2)=[N:22][CH:3]=1. (2) Given the reactants [Br:1][C:2]1[CH:10]=[C:9]2[C:5](/[C:6](=[CH:12]/[C:13]3[CH:18]=[CH:17][CH:16]=[C:15]([Cl:19])[CH:14]=3)/[C:7](=[O:11])[NH:8]2)=[CH:4][CH:3]=1.[Cl:20][C:21]1[CH:22]=[CH:23][C:24]([CH3:36])=[C:25]([CH:27]=[N:28][C:29]([O:31][Si](C)(C)C)=[CH2:30])[CH:26]=1, predict the reaction product. The product is: [Br:1][C:2]1[CH:10]=[C:9]2[NH:8][C:7](=[O:11])[C:6]3([CH:12]([C:13]4[CH:18]=[CH:17][CH:16]=[C:15]([Cl:19])[CH:14]=4)[CH2:31][C:29](=[O:30])[NH:28][CH:27]3[C:25]3[CH:26]=[C:21]([Cl:20])[CH:22]=[CH:23][C:24]=3[CH3:36])[C:5]2=[CH:4][CH:3]=1. (3) Given the reactants CC(OC(/N=N/C(OC(C)C)=O)=O)C.[Br:15][C:16]1[CH:17]=[C:18]([Cl:27])[CH:19]=[C:20]2[C:25]=1[O:24][CH2:23][CH2:22][CH:21]2[OH:26].O[C:29]1[CH:34]=[CH:33][CH:32]=[CH:31][C:30]=1[CH2:35][C:36]([O:38][C:39]([CH3:42])([CH3:41])[CH3:40])=[O:37].C1C=CC(P(C2C=CC=CC=2)C2C=CC=CC=2)=CC=1.[NH4+].[Cl-], predict the reaction product. The product is: [Br:15][C:16]1[CH:17]=[C:18]([Cl:27])[CH:19]=[C:20]2[C:25]=1[O:24][CH2:23][CH2:22][CH:21]2[O:26][C:29]1[CH:34]=[CH:33][CH:32]=[CH:31][C:30]=1[CH2:35][C:36]([O:38][C:39]([CH3:42])([CH3:41])[CH3:40])=[O:37]. (4) Given the reactants [H-].[Al+3].[Li+].[H-].[H-].[H-].[CH3:7][C:8]1[CH:31]=[CH:30][CH:29]=[C:28]([CH3:32])[C:9]=1[CH2:10][NH:11][C:12]1[C:20]2[N:19]=[C:18]([CH3:21])[N:17]([CH3:22])[C:16]=2[CH:15]=[C:14]([C:23](OCC)=[O:24])[CH:13]=1.[OH-].[K+].S([O-])([O-])(=O)=O.[Mg+2], predict the reaction product. The product is: [CH3:32][C:28]1[CH:29]=[CH:30][CH:31]=[C:8]([CH3:7])[C:9]=1[CH2:10][NH:11][C:12]1[C:20]2[N:19]=[C:18]([CH3:21])[N:17]([CH3:22])[C:16]=2[CH:15]=[C:14]([CH2:23][OH:24])[CH:13]=1. (5) Given the reactants [CH2:1]([O:8][C:9](=[O:28])[CH2:10][CH2:11][CH2:12][CH2:13][CH2:14][NH:15][C:16](=[O:27])[CH2:17][N:18]([CH2:23][C:24]([OH:26])=O)[CH2:19][C:20]([OH:22])=[O:21])[C:2]1[CH:7]=[CH:6][CH:5]=[CH:4][CH:3]=1.FC(F)(F)C(OC(=O)C(F)(F)F)=O.CCN(CC)CC.[NH2:49][CH2:50][CH2:51][CH2:52][CH2:53][CH2:54][C:55]([NH:57][CH2:58][CH2:59][O:60][C@@H:61]1[O:69][C@@H:68]([CH3:70])[C@@H:66]([OH:67])[C@@H:64]([OH:65])[C@@H:62]1[OH:63])=[O:56], predict the reaction product. The product is: [CH2:1]([O:8][C:9](=[O:28])[CH2:10][CH2:11][CH2:12][CH2:13][CH2:14][NH:15][C:16](=[O:27])[CH2:17][N:18]([CH2:19][C:20]([OH:22])=[O:21])[CH2:23][C:24]([NH:49][CH2:50][CH2:51][CH2:52][CH2:53][CH2:54][C:55]([NH:57][CH2:58][CH2:59][O:60][C@@H:61]1[O:69][C@@H:68]([CH3:70])[C@@H:66]([OH:67])[C@@H:64]([OH:65])[C@@H:62]1[OH:63])=[O:56])=[O:26])[C:2]1[CH:3]=[CH:4][CH:5]=[CH:6][CH:7]=1.